From a dataset of Catalyst prediction with 721,799 reactions and 888 catalyst types from USPTO. Predict which catalyst facilitates the given reaction. (1) Reactant: [Cl:1][C:2]1[CH:3]=[C:4]([CH:7]=[CH:8][C:9]=1[NH:10][CH:11]([CH3:13])[CH3:12])[C:5]#[N:6].[H-].[Na+].[CH2:16](Br)[CH:17]=[CH2:18]. Product: [CH2:18]([N:10]([CH:11]([CH3:13])[CH3:12])[C:9]1[CH:8]=[CH:7][C:4]([C:5]#[N:6])=[CH:3][C:2]=1[Cl:1])[CH:17]=[CH2:16]. The catalyst class is: 3. (2) Reactant: [CH2:1]([C:3]1[CH:4]=[C:5]([CH:8]=[C:9]([CH3:12])[C:10]=1[OH:11])[CH:6]=[O:7])[CH3:2].C([O-])([O-])=O.[K+].[K+].[CH2:19](Br)[C:20]1[CH:25]=[CH:24][CH:23]=[CH:22][CH:21]=1. Product: [CH2:19]([O:11][C:10]1[C:9]([CH3:12])=[CH:8][C:5]([CH:6]=[O:7])=[CH:4][C:3]=1[CH2:1][CH3:2])[C:20]1[CH:25]=[CH:24][CH:23]=[CH:22][CH:21]=1. The catalyst class is: 144. (3) Reactant: [CH3:1][O:2][C:3]1[CH:8]=[CH:7][CH:6]=[CH:5][C:4]=1[C:9]1[C:17]2[C:12](=[N:13][CH:14]=[C:15]([C:18]3[CH:19]=[C:20]([CH:24]=[CH:25][CH:26]=3)[C:21](O)=[O:22])[CH:16]=2)[NH:11][N:10]=1.CN(C(ON1N=NC2C=CC=NC1=2)=[N+](C)C)C.F[P-](F)(F)(F)(F)F.[N:51]1[CH:56]=[CH:55][CH:54]=[N:53][C:52]=1[N:57]1[CH2:62][CH2:61][NH:60][CH2:59][CH2:58]1. Product: [CH3:1][O:2][C:3]1[CH:8]=[CH:7][CH:6]=[CH:5][C:4]=1[C:9]1[C:17]2[C:12](=[N:13][CH:14]=[C:15]([C:18]3[CH:19]=[C:20]([C:21]([N:60]4[CH2:61][CH2:62][N:57]([C:52]5[N:51]=[CH:56][CH:55]=[CH:54][N:53]=5)[CH2:58][CH2:59]4)=[O:22])[CH:24]=[CH:25][CH:26]=3)[CH:16]=2)[NH:11][N:10]=1. The catalyst class is: 3.